Dataset: Full USPTO retrosynthesis dataset with 1.9M reactions from patents (1976-2016). Task: Predict the reactants needed to synthesize the given product. (1) Given the product [CH3:47][O:46][CH2:45][CH2:44][NH:43][C:38]1[N:37]=[C:36]([C:32]2[CH:31]=[C:30]([C:28]3[CH2:27][C:26](=[O:48])[NH:19][C:9]4[CH:10]=[C:11]([C:15]([F:16])([F:17])[F:18])[C:12]([CH3:14])=[CH:13][C:8]=4[N:7]=3)[CH:35]=[CH:34][CH:33]=2)[CH:41]=[C:40]([CH3:42])[N:39]=1, predict the reactants needed to synthesize it. The reactants are: C(OC(=O)[NH:7][C:8]1[CH:13]=[C:12]([CH3:14])[C:11]([C:15]([F:18])([F:17])[F:16])=[CH:10][C:9]=1[NH2:19])(C)(C)C.C(O[C:26](=[O:48])[CH2:27][C:28]([C:30]1[CH:35]=[CH:34][CH:33]=[C:32]([C:36]2[CH:41]=[C:40]([CH3:42])[N:39]=[C:38]([NH:43][CH2:44][CH2:45][O:46][CH3:47])[N:37]=2)[CH:31]=1)=O)(C)(C)C. (2) Given the product [OH:8][CH2:9][CH2:10][O:11][C:12]1[CH:21]=[C:20]2[C:15]([N:16]=[CH:17][C:18]([C:22]3[CH:23]=[CH:24][C:25]([N:28]([C:29]([O:31][C:32]([CH3:35])([CH3:34])[CH3:33])=[O:30])[C:36]([O:38][C:39]([CH3:42])([CH3:40])[CH3:41])=[O:37])=[CH:26][CH:27]=3)=[N:19]2)=[CH:14][CH:13]=1, predict the reactants needed to synthesize it. The reactants are: [Si]([O:8][CH2:9][CH2:10][O:11][C:12]1[CH:21]=[C:20]2[C:15]([N:16]=[CH:17][C:18]([C:22]3[CH:27]=[CH:26][C:25]([N:28]([C:36]([O:38][C:39]([CH3:42])([CH3:41])[CH3:40])=[O:37])[C:29]([O:31][C:32]([CH3:35])([CH3:34])[CH3:33])=[O:30])=[CH:24][CH:23]=3)=[N:19]2)=[CH:14][CH:13]=1)(C(C)(C)C)(C)C.[F-].C([N+](CCCC)(CCCC)CCCC)CCC.